Dataset: Peptide-MHC class II binding affinity with 134,281 pairs from IEDB. Task: Regression. Given a peptide amino acid sequence and an MHC pseudo amino acid sequence, predict their binding affinity value. This is MHC class II binding data. (1) The MHC is HLA-DPA10301-DPB10402 with pseudo-sequence HLA-DPA10301-DPB10402. The binding affinity (normalized) is 0. The peptide sequence is LVGPTPANIIGRNLLTQIGC. (2) The peptide sequence is FDPYGATISATPESK. The MHC is HLA-DQA10501-DQB10201 with pseudo-sequence HLA-DQA10501-DQB10201. The binding affinity (normalized) is 0.459.